From a dataset of Peptide-MHC class I binding affinity with 185,985 pairs from IEDB/IMGT. Regression. Given a peptide amino acid sequence and an MHC pseudo amino acid sequence, predict their binding affinity value. This is MHC class I binding data. (1) The peptide sequence is KILSDENYL. The MHC is HLA-A02:01 with pseudo-sequence HLA-A02:01. The binding affinity (normalized) is 0.594. (2) The peptide sequence is QAHMGIAGL. The MHC is HLA-B15:01 with pseudo-sequence HLA-B15:01. The binding affinity (normalized) is 0.0847. (3) The peptide sequence is GYFLKIKVT. The MHC is HLA-B08:01 with pseudo-sequence HLA-B08:01. The binding affinity (normalized) is 0.